Task: Predict which catalyst facilitates the given reaction.. Dataset: Catalyst prediction with 721,799 reactions and 888 catalyst types from USPTO (1) Reactant: Br[C:2]1[CH:11]=[C:10]2[C:5]([CH:6]=[CH:7][N:8]=[C:9]2[Cl:12])=[CH:4][CH:3]=1.[B:13](OC(C)C)([O:18]C(C)C)[O:14]C(C)C.C([Li])CCC. Product: [Cl:12][C:9]1[C:10]2[C:5](=[CH:4][CH:3]=[C:2]([B:13]([OH:18])[OH:14])[CH:11]=2)[CH:6]=[CH:7][N:8]=1. The catalyst class is: 1. (2) Reactant: [C:1]([CH2:4][O:5][CH2:6][CH2:7][NH:8][C:9]1[CH:17]=[CH:16][C:12]([C:13](O)=[O:14])=[CH:11][C:10]=1[F:18])(O)=[O:2].S(Cl)([Cl:21])=O.CN(C=O)C. Product: [F:18][C:10]1[CH:11]=[C:12]([CH:16]=[CH:17][C:9]=1[N:8]1[CH2:7][CH2:6][O:5][CH2:4][C:1]1=[O:2])[C:13]([Cl:21])=[O:14]. The catalyst class is: 4. (3) Reactant: [F:1][C:2]1[CH:10]=[CH:9][CH:8]=[C:7]([I:11])[C:3]=1[C:4](O)=[O:5].C[N:13](C=O)C.C(Cl)(=O)C(Cl)=O. Product: [F:1][C:2]1[CH:10]=[CH:9][CH:8]=[C:7]([I:11])[C:3]=1[C:4]([NH2:13])=[O:5]. The catalyst class is: 2. (4) Reactant: [CH3:1][N:2]1[CH2:7][CH2:6][N:5]([C:8]([C:10]2[CH:15]=[CH:14][CH:13]=[C:12]([N+:16]([O-])=O)[CH:11]=2)=[O:9])[CH2:4][CH2:3]1.C([SiH](CC)CC)C. Product: [NH2:16][C:12]1[CH:11]=[C:10]([C:8]([N:5]2[CH2:6][CH2:7][N:2]([CH3:1])[CH2:3][CH2:4]2)=[O:9])[CH:15]=[CH:14][CH:13]=1. The catalyst class is: 19. (5) Reactant: [F:1][C:2]1[CH:3]=[C:4]([C:10]2[N:11]=[C:12]([CH3:23])[C:13]3[C:18]([S:19]([CH3:22])(=[O:21])=[O:20])=[CH:17][NH:16][C:14]=3[N:15]=2)[CH:5]=[CH:6][C:7]=1[O:8][CH3:9].[O-]P([O-])([O-])=O.[K+].[K+].[K+].I[C:33]1[CH:34]=[C:35]([CH:43]=[CH:44][CH:45]=1)[O:36][CH2:37][C:38]([N:40]([CH3:42])[CH3:41])=[O:39].CN[C@@H]1CCCC[C@H]1NC. Product: [F:1][C:2]1[CH:3]=[C:4]([C:10]2[N:11]=[C:12]([CH3:23])[C:13]3[C:18]([S:19]([CH3:22])(=[O:21])=[O:20])=[CH:17][N:16]([C:33]4[CH:34]=[C:35]([CH:43]=[CH:44][CH:45]=4)[O:36][CH2:37][C:38]([N:40]([CH3:42])[CH3:41])=[O:39])[C:14]=3[N:15]=2)[CH:5]=[CH:6][C:7]=1[O:8][CH3:9]. The catalyst class is: 156. (6) The catalyst class is: 71. Product: [CH3:30][O:31][C:32]1[CH:33]=[C:34]([NH:35][C:2]2[C:3]3[NH:20][N:19]=[CH:18][C:4]=3[N:5]=[C:6]([C:8]3[CH:13]=[CH:12][C:11]([O:14][CH3:15])=[C:10]([O:16][CH3:17])[CH:9]=3)[N:7]=2)[CH:36]=[CH:37][C:38]=1[O:39][CH3:40]. Reactant: Cl[C:2]1[C:3]2[C:4](=[CH:18][N:19](CC3C=CC(OC)=CC=3)[N:20]=2)[N:5]=[C:6]([C:8]2[CH:13]=[CH:12][C:11]([O:14][CH3:15])=[C:10]([O:16][CH3:17])[CH:9]=2)[N:7]=1.[CH3:30][O:31][C:32]1[CH:33]=[C:34]([CH:36]=[CH:37][C:38]=1[O:39][CH3:40])[NH2:35].Cl. (7) Reactant: [NH2:1][C:2]1[CH:24]=[CH:23][C:5]2[CH2:6][CH2:7][C:8]3[C:9]([C:20]([NH2:22])=[O:21])=[N:10][N:11]([C:13]4[CH:18]=[CH:17][C:16]([F:19])=[CH:15][CH:14]=4)[C:12]=3[C:4]=2[CH:3]=1.[Cl:25][C:26]1[C:31]([C:32](O)=[O:33])=[CH:30][C:29]([N:35]2[CH2:40][CH2:39][O:38][CH2:37][CH2:36]2)=[N:28][CH:27]=1.CN(C(ON1N=NC2C=CC=NC1=2)=[N+](C)C)C.F[P-](F)(F)(F)(F)F.C(N(CC)CC)C. Product: [Cl:25][C:26]1[C:31]([C:32]([NH:1][C:2]2[CH:24]=[CH:23][C:5]3[CH2:6][CH2:7][C:8]4[C:9]([C:20]([NH2:22])=[O:21])=[N:10][N:11]([C:13]5[CH:14]=[CH:15][C:16]([F:19])=[CH:17][CH:18]=5)[C:12]=4[C:4]=3[CH:3]=2)=[O:33])=[CH:30][C:29]([N:35]2[CH2:40][CH2:39][O:38][CH2:37][CH2:36]2)=[N:28][CH:27]=1. The catalyst class is: 18. (8) Reactant: [Br:1][C:2]1[CH:7]=[CH:6][N:5]=[C:4](F)[CH:3]=1.[CH:9]1([C:12]#[N:13])[CH2:11][CH2:10]1.[Li+].C[Si]([N-][Si](C)(C)C)(C)C. Product: [Br:1][C:2]1[CH:7]=[CH:6][N:5]=[C:4]([C:9]2([C:12]#[N:13])[CH2:11][CH2:10]2)[CH:3]=1. The catalyst class is: 1. (9) Reactant: [C:1]([Si:5]([O:8][CH:9]([CH2:14][CH2:15][C:16]1[CH:21]=[CH:20][C:19]([C:22]([CH2:41][CH3:42])([C:25]2[CH:30]=[CH:29][C:28](B3OC(C)(C)C(C)(C)O3)=[C:27]([CH3:40])[CH:26]=2)[CH2:23][CH3:24])=[CH:18][C:17]=1[CH3:43])[C:10]([CH3:13])([CH3:12])[CH3:11])([CH3:7])[CH3:6])([CH3:4])([CH3:3])[CH3:2].[CH2:44]([O:46][C:47](=[O:56])[CH2:48][C:49]1[CH:50]=[CH:51][C:52](Cl)=[N:53][CH:54]=1)[CH3:45].O. Product: [CH2:44]([O:46][C:47](=[O:56])[CH2:48][C:49]1[CH:54]=[N:53][C:52]([C:28]2[CH:29]=[CH:30][C:25]([C:22]([C:19]3[CH:20]=[CH:21][C:16]([CH2:15][CH2:14][CH:9]([O:8][Si:5]([C:1]([CH3:4])([CH3:3])[CH3:2])([CH3:6])[CH3:7])[C:10]([CH3:13])([CH3:12])[CH3:11])=[C:17]([CH3:43])[CH:18]=3)([CH2:23][CH3:24])[CH2:41][CH3:42])=[CH:26][C:27]=2[CH3:40])=[CH:51][CH:50]=1)[CH3:45]. The catalyst class is: 423. (10) Reactant: [H-].[Na+].[OH:3][C:4]1[CH:9]=[CH:8][CH:7]=[CH:6][N:5]=1.[F:10][C:11]1[CH:18]=[CH:17][C:14]([CH2:15]Br)=[CH:13][CH:12]=1. Product: [F:10][C:11]1[CH:18]=[CH:17][C:14]([CH2:15][N:5]2[CH:6]=[CH:7][CH:8]=[CH:9][C:4]2=[O:3])=[CH:13][CH:12]=1. The catalyst class is: 3.